From a dataset of Reaction yield outcomes from USPTO patents with 853,638 reactions. Predict the reaction yield, written as a fraction of the theoretical maximum amount of product (1.0 means a 100% yield; for example, 0.34 means a 34% yield). The reactants are [Cl:1][C:2]1[N:7]=[CH:6][C:5]([CH:8]([OH:10])[CH3:9])=[C:4]([CH:11]([CH3:13])[CH3:12])[CH:3]=1.[Cl-].[Na+]. The catalyst is ClCCl.[O-2].[Mn+4].[O-2]. The product is [Cl:1][C:2]1[N:7]=[CH:6][C:5]([C:8](=[O:10])[CH3:9])=[C:4]([CH:11]([CH3:13])[CH3:12])[CH:3]=1. The yield is 0.780.